From a dataset of Forward reaction prediction with 1.9M reactions from USPTO patents (1976-2016). Predict the product of the given reaction. (1) Given the reactants [CH:1]1[C:6]([NH:7]/[C:8](/[NH2:33])=[N:9]/[C:10]([NH2:32])=[N:11][CH2:12][CH2:13][CH2:14][CH2:15][CH2:16][CH2:17][N:18]=[C:19](/[N:21]=[C:22](\[NH:24][C:25]2[CH:30]=[CH:29][C:28]([Cl:31])=[CH:27][CH:26]=2)/[NH2:23])[NH2:20])=[CH:5][CH:4]=[C:3]([Cl:34])[CH:2]=1.[C:35]([OH:48])(=[O:47])[CH2:36][CH2:37][CH2:38][CH2:39][CH2:40][CH2:41][CH2:42][CH2:43][CH2:44][CH2:45][CH3:46], predict the reaction product. The product is: [CH:26]1[C:25]([NH:24][C:22]([NH:21][C:19]([NH:18][CH2:17][CH2:16][CH2:15][CH2:14][CH2:13][CH2:12][NH:11][C:10]([NH:9][C:8]([NH:7][C:6]2[CH:1]=[CH:2][C:3]([Cl:34])=[CH:4][CH:5]=2)=[NH:33])=[NH:32])=[NH:20])=[NH:23])=[CH:30][CH:29]=[C:28]([Cl:31])[CH:27]=1.[C:35]([O-:48])(=[O:47])[CH2:36][CH2:37][CH2:38][CH2:39][CH2:40][CH2:41][CH2:42][CH2:43][CH2:44][CH2:45][CH3:46]. (2) Given the reactants [Cl:1][C:2]1[CH:17]=[CH:16][CH:15]=[C:14]([F:18])[C:3]=1[CH2:4][O:5][C:6]1[CH:13]=[CH:12][C:9]([CH:10]=O)=[CH:8][CH:7]=1.C([O-])(=O)C.[NH4+].[N+:24]([CH3:27])([O-:26])=[O:25], predict the reaction product. The product is: [Cl:1][C:2]1[CH:17]=[CH:16][CH:15]=[C:14]([F:18])[C:3]=1[CH2:4][O:5][C:6]1[CH:13]=[CH:12][C:9](/[CH:10]=[CH:27]/[N+:24]([O-:26])=[O:25])=[CH:8][CH:7]=1. (3) The product is: [Cl:1][C:2]1[C:3]([CH3:15])=[C:4]([C:10]2[CH2:14][CH2:13][O:12][N:11]=2)[C:5]([S:8]([CH3:9])(=[O:21])=[O:18])=[CH:6][CH:7]=1. Given the reactants [Cl:1][C:2]1[C:3]([CH3:15])=[C:4]([C:10]2[CH2:14][CH2:13][O:12][N:11]=2)[C:5]([S:8][CH3:9])=[CH:6][CH:7]=1.OO.[OH2:18].C(O)(=[O:21])C, predict the reaction product.